From a dataset of Full USPTO retrosynthesis dataset with 1.9M reactions from patents (1976-2016). Predict the reactants needed to synthesize the given product. Given the product [C:1]([O:5][C:6](=[O:18])[NH:7][C:8]1[CH:13]=[CH:12][C:11]([C:23]2[CH:24]=[CH:25][C:20]([F:19])=[CH:21][C:22]=2[CH3:29])=[CH:10][C:9]=1[N+:15]([O-:17])=[O:16])([CH3:4])([CH3:3])[CH3:2], predict the reactants needed to synthesize it. The reactants are: [C:1]([O:5][C:6](=[O:18])[NH:7][C:8]1[CH:13]=[CH:12][C:11](I)=[CH:10][C:9]=1[N+:15]([O-:17])=[O:16])([CH3:4])([CH3:3])[CH3:2].[F:19][C:20]1[CH:25]=[CH:24][C:23](B(O)O)=[C:22]([CH3:29])[CH:21]=1.